This data is from NCI-60 drug combinations with 297,098 pairs across 59 cell lines. The task is: Regression. Given two drug SMILES strings and cell line genomic features, predict the synergy score measuring deviation from expected non-interaction effect. Drug 1: C(CC(=O)O)C(=O)CN.Cl. Drug 2: CS(=O)(=O)OCCCCOS(=O)(=O)C. Cell line: SK-MEL-28. Synergy scores: CSS=22.5, Synergy_ZIP=-5.47, Synergy_Bliss=-2.11, Synergy_Loewe=-7.37, Synergy_HSA=-1.97.